From a dataset of Reaction yield outcomes from USPTO patents with 853,638 reactions. Predict the reaction yield, written as a fraction of the theoretical maximum amount of product (1.0 means a 100% yield; for example, 0.34 means a 34% yield). (1) The reactants are [CH2:1]([N:3]1[C:7]([C:8]2[CH:9]=[N:10][NH:11][C:12]=2[NH2:13])=[CH:6][CH:5]=[N:4]1)[CH3:2].[CH2:14]([N:16]1[C:24]2[C:19](=[CH:20][C:21]([C:25](=O)[CH2:26][C:27](OCC)=[O:28])=[CH:22][CH:23]=2)[CH:18]=[N:17]1)[CH3:15].CC1C=CC(S(O)(=O)=O)=CC=1. The catalyst is CCCCO. The product is [CH2:14]([N:16]1[C:24]2[C:19](=[CH:20][C:21]([C:25]3[NH:13][C:12]4[N:11]([N:10]=[CH:9][C:8]=4[C:7]4[N:3]([CH2:1][CH3:2])[N:4]=[CH:5][CH:6]=4)[C:27](=[O:28])[CH:26]=3)=[CH:22][CH:23]=2)[CH:18]=[N:17]1)[CH3:15]. The yield is 0.470. (2) The reactants are [CH3:1][O:2][C:3](=[O:14])[CH2:4][C:5]1[CH:10]=[C:9](Br)[CH:8]=[CH:7][C:6]=1[O:12][CH3:13].C1(P(C2CCCCC2)C2C=CC=CC=2C2C(OC)=CC=CC=2OC)CCCCC1.P([O-])([O-])([O-])=O.[K+].[K+].[K+].[CH2:52]([C:54]([OH:87])([CH2:85][CH3:86])/[CH:55]=[CH:56]/[C:57]1[CH:62]=[CH:61][C:60]([C:63]([CH2:82][CH3:83])([C:66]2[CH:71]=[CH:70][C:69](B3OC(C)(C)C(C)(C)O3)=[C:68]([CH3:81])[CH:67]=2)[CH2:64][CH3:65])=[CH:59][C:58]=1[CH3:84])[CH3:53].C(=O)(O)[O-].[Na+]. The catalyst is C1(C)C=CC=CC=1.C([O-])(=O)C.[Pd+2].C([O-])(=O)C.O. The product is [CH3:1][O:2][C:3](=[O:14])[CH2:4][C:5]1[CH:10]=[C:9]([C:69]2[CH:70]=[CH:71][C:66]([C:63]([CH2:64][CH3:65])([C:60]3[CH:61]=[CH:62][C:57](/[CH:56]=[CH:55]/[C:54]([CH2:85][CH3:86])([OH:87])[CH2:52][CH3:53])=[C:58]([CH3:84])[CH:59]=3)[CH2:82][CH3:83])=[CH:67][C:68]=2[CH3:81])[CH:8]=[CH:7][C:6]=1[O:12][CH3:13]. The yield is 0.870. (3) The reactants are [NH2:1][CH2:2][C:3]1[C:4]([OH:11])=[N:5][C:6]([CH3:10])=[CH:7][C:8]=1[CH3:9].C(N(CC)CC)C.[C:19](O[C:19]([O:21][C:22]([CH3:25])([CH3:24])[CH3:23])=[O:20])([O:21][C:22]([CH3:25])([CH3:24])[CH3:23])=[O:20].O. The catalyst is ClCCl. The product is [OH:11][C:4]1[C:3]([CH2:2][NH:1][C:19](=[O:20])[O:21][C:22]([CH3:25])([CH3:24])[CH3:23])=[C:8]([CH3:9])[CH:7]=[C:6]([CH3:10])[N:5]=1. The yield is 0.840. (4) The reactants are C([O:8][C:9]1[CH:14]=[C:13]([O:15]CC2C=CC=CC=2)[CH:12]=[CH:11][C:10]=1[CH:23]1[CH2:26][N:25]([C:27]([C:29]2[CH:34]=[CH:33][CH:32]=[CH:31][CH:30]=2)=[O:28])[CH2:24]1)C1C=CC=CC=1. The catalyst is CO.[Pd]. The yield is 0.670. The product is [OH:8][C:9]1[CH:14]=[C:13]([OH:15])[CH:12]=[CH:11][C:10]=1[CH:23]1[CH2:24][N:25]([C:27]([C:29]2[CH:30]=[CH:31][CH:32]=[CH:33][CH:34]=2)=[O:28])[CH2:26]1. (5) The reactants are [Br:1][C:2]1[CH:15]=[C:14]2[C:5]([N:6]3[C:11]([CH2:12][O:13]2)=[N:10][NH:9][C:8](=[O:16])[C@H:7]3[CH3:17])=[CH:4][C:3]=1[NH:18][C:19]1([CH3:23])[CH2:22][NH:21][CH2:20]1.[CH3:24]C(O)=O.C([BH3-])#N.[Na+]. The catalyst is CO. The product is [Br:1][C:2]1[CH:15]=[C:14]2[C:5]([N:6]3[C:11]([CH2:12][O:13]2)=[N:10][NH:9][C:8](=[O:16])[C@H:7]3[CH3:17])=[CH:4][C:3]=1[NH:18][C:19]1([CH3:23])[CH2:20][N:21]([CH3:24])[CH2:22]1. The yield is 0.620. (6) The reactants are [CH3:1][O:2][C:3]1[CH:4]=[C:5]2[C:10](=[CH:11][C:12]=1[O:13][CH3:14])[N:9]=[CH:8][N:7]=[C:6]2[O:15][C:16]1[CH:22]=[CH:21][C:19]([NH2:20])=[CH:18][CH:17]=1.ClC(Cl)(O[C:27](=[O:33])OC(Cl)(Cl)Cl)Cl.[CH:35]1([CH2:41][N:42]2[CH2:46][CH2:45][CH:44]([NH2:47])[CH2:43]2)[CH2:40][CH2:39][CH2:38][CH2:37][CH2:36]1.C(=O)([O-])O.[Na+]. The catalyst is C(N(CC)CC)C.C(Cl)(Cl)Cl. The product is [CH:35]1([CH2:41][N:42]2[CH2:46][CH2:45][CH:44]([NH:47][C:27]([NH:20][C:19]3[CH:21]=[CH:22][C:16]([O:15][C:6]4[C:5]5[C:10](=[CH:11][C:12]([O:13][CH3:14])=[C:3]([O:2][CH3:1])[CH:4]=5)[N:9]=[CH:8][N:7]=4)=[CH:17][CH:18]=3)=[O:33])[CH2:43]2)[CH2:36][CH2:37][CH2:38][CH2:39][CH2:40]1. The yield is 0.550.